Dataset: Reaction yield outcomes from USPTO patents with 853,638 reactions. Task: Predict the reaction yield, written as a fraction of the theoretical maximum amount of product (1.0 means a 100% yield; for example, 0.34 means a 34% yield). (1) The reactants are [NH2:1][C:2]1[C:10]2[C:9]([C:11]3[CH:16]=[CH:15][CH:14]=[C:13]([NH2:17])[CH:12]=3)=[N:8][C:7]([NH:18][CH:19]3[CH2:21][CH2:20]3)=[N:6][C:5]=2[S:4][C:3]=1[C:22]([NH2:24])=[O:23].[F:25][C:26]([F:37])([F:36])[C:27]1[CH:32]=[CH:31][C:30]([N:33]=[C:34]=[O:35])=[CH:29][CH:28]=1. The catalyst is C1COCC1. The product is [NH2:1][C:2]1[C:10]2[C:9]([C:11]3[CH:16]=[CH:15][CH:14]=[C:13]([NH:17][C:34]([NH:33][C:30]4[CH:29]=[CH:28][C:27]([C:26]([F:25])([F:36])[F:37])=[CH:32][CH:31]=4)=[O:35])[CH:12]=3)=[N:8][C:7]([NH:18][CH:19]3[CH2:20][CH2:21]3)=[N:6][C:5]=2[S:4][C:3]=1[C:22]([NH2:24])=[O:23]. The yield is 0.550. (2) The reactants are [CH3:1][CH:2]1[NH:6][CH2:5][CH:4]([CH2:7][N:8]2[C:16]3[C:11](=[CH:12][C:13]([C:17]4[CH:18]=[N:19][N:20]([CH:22]5[CH2:27][CH2:26][CH2:25][CH2:24][O:23]5)[CH:21]=4)=[CH:14][CH:15]=3)[CH:10]=[CH:9]2)[CH2:3]1.C(N(CC)CC)C.[C:35](Cl)(=[O:42])[C:36]1[CH:41]=[CH:40][CH:39]=[CH:38][CH:37]=1.C(OCC)(=O)C.CCCCCC. The catalyst is ClCCl. The product is [CH3:1][CH:2]1[CH2:3][CH:4]([CH2:7][N:8]2[C:16]3[C:11](=[CH:12][C:13]([C:17]4[CH:18]=[N:19][N:20]([CH:22]5[CH2:27][CH2:26][CH2:25][CH2:24][O:23]5)[CH:21]=4)=[CH:14][CH:15]=3)[CH:10]=[CH:9]2)[CH2:5][N:6]1[C:35]([C:36]1[CH:41]=[CH:40][CH:39]=[CH:38][CH:37]=1)=[O:42]. The yield is 0.470. (3) The reactants are [C:1](Cl)(=[O:3])[CH3:2].C(N(CC)CC)C.Cl.[Br:13][C:14]1[CH:21]=[CH:20][C:17]([CH2:18][NH2:19])=[C:16]([F:22])[CH:15]=1. The catalyst is C(Cl)Cl. The product is [Br:13][C:14]1[CH:21]=[CH:20][C:17]([CH2:18][NH:19][C:1](=[O:3])[CH3:2])=[C:16]([F:22])[CH:15]=1. The yield is 0.740. (4) The catalyst is CO.C(Cl)Cl.CO. The reactants are [N:1]1[C:10]2[C:5](=[CH:6][CH:7]=[CH:8][CH:9]=2)[CH:4]=[CH:3][C:2]=1[NH:11][CH:12]1[CH2:17][CH2:16][CH2:15][CH:14]([NH2:18])[CH2:13]1.[C:19]([N:22]1[C:30]2[C:25](=[CH:26][CH:27]=[CH:28][CH:29]=2)[C:24]([CH:31]=O)=[CH:23]1)(=[O:21])[CH3:20].[BH3-]C#N.[Na+]. The yield is 0.370. The product is [C:19]([N:22]1[C:30]2[C:25](=[CH:26][CH:27]=[CH:28][CH:29]=2)[C:24]([CH2:31][NH:18][CH:14]2[CH2:15][CH2:16][CH2:17][CH:12]([NH:11][C:2]3[CH:3]=[CH:4][C:5]4[C:10](=[CH:9][CH:8]=[CH:7][CH:6]=4)[N:1]=3)[CH2:13]2)=[CH:23]1)(=[O:21])[CH3:20]. (5) The reactants are [C:1]([C:5]1[CH:10]=[CH:9][C:8]([C:11]2[S:12][CH:13]=[C:14]([C:17]([CH3:19])=O)[C:15]=2[OH:16])=[CH:7][CH:6]=1)([CH3:4])([CH3:3])[CH3:2].[NH:20]([C:22]([C:24]1[S:28][C:27]([C:29]([O:31][CH3:32])=[O:30])=[CH:26][CH:25]=1)=[O:23])[NH2:21]. The catalyst is CN(C)C=O. The product is [C:1]([C:5]1[CH:10]=[CH:9][C:8]([C:11]2[S:12][CH:13]=[C:14]([C:17](=[N:21][NH:20][C:22]([C:24]3[S:28][C:27]([C:29]([O:31][CH3:32])=[O:30])=[CH:26][CH:25]=3)=[O:23])[CH3:19])[C:15]=2[OH:16])=[CH:7][CH:6]=1)([CH3:4])([CH3:3])[CH3:2]. The yield is 0.600. (6) The reactants are [C:1]1([C:7]2[N:8]=[C:9]([NH:12][CH2:13][CH2:14][CH2:15][N:16]3[CH2:21][CH2:20][N:19](C(OC(C)(C)C)=O)[CH2:18][CH2:17]3)[S:10][CH:11]=2)[CH:6]=[CH:5][CH:4]=[CH:3][CH:2]=1.FC(F)(F)C(O)=O. The catalyst is ClCCl. The product is [C:1]1([C:7]2[N:8]=[C:9]([NH:12][CH2:13][CH2:14][CH2:15][N:16]3[CH2:21][CH2:20][NH:19][CH2:18][CH2:17]3)[S:10][CH:11]=2)[CH:6]=[CH:5][CH:4]=[CH:3][CH:2]=1. The yield is 0.890. (7) The reactants are [Li+].[OH-].C([O:5][C:6]([C:8]1[N:9]=[C:10]([C:20]2[CH:25]=[CH:24][C:23]([Cl:26])=[CH:22][C:21]=2[Cl:27])[N:11]([C:13]2[CH:18]=[CH:17][C:16]([Cl:19])=[CH:15][CH:14]=2)[CH:12]=1)=[O:7])C. The catalyst is CO. The product is [Cl:19][C:16]1[CH:15]=[CH:14][C:13]([N:11]2[CH:12]=[C:8]([C:6]([OH:7])=[O:5])[N:9]=[C:10]2[C:20]2[CH:25]=[CH:24][C:23]([Cl:26])=[CH:22][C:21]=2[Cl:27])=[CH:18][CH:17]=1. The yield is 0.940. (8) The reactants are [C:1]([C:3]1[CH:8]=[CH:7][C:6]([N:9]([CH2:17][C:18]([F:21])([F:20])[F:19])[CH2:10][CH:11]([CH3:16])[C:12]([O:14]C)=[O:13])=[CH:5][C:4]=1[C:22]([F:25])([F:24])[F:23])#[N:2].[OH-].[Na+]. The catalyst is C1COCC1.CO. The product is [C:1]([C:3]1[CH:8]=[CH:7][C:6]([N:9]([CH2:17][C:18]([F:21])([F:19])[F:20])[CH2:10][CH:11]([CH3:16])[C:12]([OH:14])=[O:13])=[CH:5][C:4]=1[C:22]([F:23])([F:25])[F:24])#[N:2]. The yield is 0.940.